This data is from Peptide-MHC class II binding affinity with 134,281 pairs from IEDB. The task is: Regression. Given a peptide amino acid sequence and an MHC pseudo amino acid sequence, predict their binding affinity value. This is MHC class II binding data. (1) The peptide sequence is LRLSALRGLFSAVIE. The MHC is DRB1_0401 with pseudo-sequence DRB1_0401. The binding affinity (normalized) is 0.362. (2) The peptide sequence is DRLTDQIKCFEKFME. The MHC is DRB1_0101 with pseudo-sequence DRB1_0101. The binding affinity (normalized) is 0.443. (3) The peptide sequence is TVLAFPAGVCPTIGV. The MHC is DRB1_0405 with pseudo-sequence DRB1_0405. The binding affinity (normalized) is 0.218. (4) The peptide sequence is VFLGSAYGIPKVPPG. The MHC is HLA-DQA10104-DQB10503 with pseudo-sequence HLA-DQA10104-DQB10503. The binding affinity (normalized) is 0.394. (5) The peptide sequence is AVTALTIAYLVGSNMK. The MHC is DRB3_0301 with pseudo-sequence DRB3_0301. The binding affinity (normalized) is 0.728. (6) The peptide sequence is LQPETFAVVDLNKMR. The MHC is DRB1_1001 with pseudo-sequence DRB1_1001. The binding affinity (normalized) is 0.599. (7) The peptide sequence is IQSSGGKLRLKGRTC. The binding affinity (normalized) is 0.364. The MHC is DRB1_0101 with pseudo-sequence DRB1_0101.